Predict the reactants needed to synthesize the given product. From a dataset of Full USPTO retrosynthesis dataset with 1.9M reactions from patents (1976-2016). (1) The reactants are: [Br:1][C:2]1[CH:7]=[CH:6][C:5]([C:8]2[C:12]3[CH:13]=[CH:14][C:15]([O:17][CH2:18][CH2:19][CH2:20]Br)=[CH:16][C:11]=3[S:10](=[O:23])(=[O:22])[N:9]=2)=[CH:4][CH:3]=1.[NH:24]1[CH2:27][CH2:26][CH2:25]1. Given the product [N:24]1([CH2:20][CH2:19][CH2:18][O:17][C:15]2[CH:14]=[CH:13][C:12]3[C:8]([C:5]4[CH:6]=[CH:7][C:2]([Br:1])=[CH:3][CH:4]=4)=[N:9][S:10](=[O:23])(=[O:22])[C:11]=3[CH:16]=2)[CH2:27][CH2:26][CH2:25]1, predict the reactants needed to synthesize it. (2) Given the product [C:23]([O:22][C:20]([N:18]([CH3:19])[C@H:10]([CH2:9][O:8][C:6](=[O:7])[NH:1][C:2]1[N:3]=[CH:4][C:5]2[C:47]([CH:48]=1)=[CH:46][CH:45]=[CH:44][CH:43]=2)[CH2:11][CH2:12][CH2:13][C:14]([O:16][CH3:17])=[O:15])=[O:21])([CH3:24])([CH3:25])[CH3:26], predict the reactants needed to synthesize it. The reactants are: [N:1]1([C:6]([O:8][CH2:9][C@@H:10]([N:18]([C:20]([O:22][C:23]([CH3:26])([CH3:25])[CH3:24])=[O:21])[CH3:19])[CH2:11][CH2:12][CH2:13][C:14]([O:16][CH3:17])=[O:15])=[O:7])[CH:5]=[CH:4][N:3]=[CH:2]1.F[P-](F)(F)(F)(F)F.C([O+](CC)CC)C.C1C2[C:45](=[CH:46][CH:47]=[CH:48]C=2)[CH:44]=[C:43](N)N=1. (3) The reactants are: [CH3:1][S:2]([C:5]1[CH:6]=[C:7]([C:15]2[O:19][N:18]=[C:17]([C:20]3[CH:28]=[CH:27][C:26]4[NH:25][C:24]5[CH:29]([CH2:32][C:33]([O:35]CC)=[O:34])[CH2:30][CH2:31][C:23]=5[C:22]=4[CH:21]=3)[N:16]=2)[CH:8]=[C:9]([S:11]([CH3:14])(=[O:13])=[O:12])[CH:10]=1)(=[O:4])=[O:3].[OH-].[Na+]. Given the product [CH3:1][S:2]([C:5]1[CH:6]=[C:7]([C:15]2[O:19][N:18]=[C:17]([C:20]3[CH:28]=[CH:27][C:26]4[NH:25][C:24]5[CH:29]([CH2:32][C:33]([OH:35])=[O:34])[CH2:30][CH2:31][C:23]=5[C:22]=4[CH:21]=3)[N:16]=2)[CH:8]=[C:9]([S:11]([CH3:14])(=[O:12])=[O:13])[CH:10]=1)(=[O:3])=[O:4], predict the reactants needed to synthesize it. (4) Given the product [CH:1]([N:4]1[CH2:9][CH2:8][N:7]([CH2:10][CH2:11][O:12][C:13]2[CH:18]=[CH:17][N:16]3[C:19]([C:22]([O-:24])=[O:23])=[CH:20][N:21]=[C:15]3[CH:14]=2)[CH2:6][CH2:5]1)([CH3:3])[CH3:2].[Li+:29], predict the reactants needed to synthesize it. The reactants are: [CH:1]([N:4]1[CH2:9][CH2:8][N:7]([CH2:10][CH2:11][O:12][C:13]2[CH:18]=[CH:17][N:16]3[C:19]([C:22]([O:24]CC)=[O:23])=[CH:20][N:21]=[C:15]3[CH:14]=2)[CH2:6][CH2:5]1)([CH3:3])[CH3:2].O.[OH-].[Li+:29].Cl. (5) Given the product [CH2:1]([C:8]1[C:9]([O:20][C@@H:21]2[O:47][C@H:46]([CH2:48][O:49][C:50](=[O:55])[C:51]([CH3:52])([CH3:54])[CH3:53])[C@@H:38]([O:39][C:40](=[O:45])[C:41]([CH3:44])([CH3:43])[CH3:42])[C@H:30]([O:31][C:32](=[O:37])[C:33]([CH3:34])([CH3:36])[CH3:35])[C@H:22]2[O:23][C:24](=[O:29])[C:25]([CH3:28])([CH3:26])[CH3:27])=[N:10][NH:11][C:12]=1[CH:13]([CH3:15])[CH3:14])[C:2]1[CH:7]=[CH:6][CH:5]=[CH:4][CH:3]=1, predict the reactants needed to synthesize it. The reactants are: [CH2:1]([C:8]1[C:9]([O:20][C@@H:21]2[O:47][C@H:46]([CH2:48][O:49][C:50](=[O:55])[C:51]([CH3:54])([CH3:53])[CH3:52])[C@@H:38]([O:39][C:40](=[O:45])[C:41]([CH3:44])([CH3:43])[CH3:42])[C@H:30]([O:31][C:32](=[O:37])[C:33]([CH3:36])([CH3:35])[CH3:34])[C@H:22]2[O:23][C:24](=[O:29])[C:25]([CH3:28])([CH3:27])[CH3:26])=[N:10][N:11](C(=O)CC)[C:12]=1[CH:13]([CH3:15])[CH3:14])[C:2]1[CH:7]=[CH:6][CH:5]=[CH:4][CH:3]=1.C(=O)(O)[O-].[Na+].O. (6) Given the product [F:1][C:2]([F:7])([F:6])[C:3]([OH:5])=[O:4].[F:8][C:9]([F:14])([F:13])[C:10]([OH:12])=[O:11].[OH:34][CH:35]1[CH2:40][CH2:39][N:38]([C:16]2[NH:17][C:18]([C:27]3[CH:32]=[CH:31][NH:30][C:29](=[O:33])[CH:28]=3)=[C:19]([C:21]3[CH:22]=[N:23][CH:24]=[CH:25][CH:26]=3)[N:20]=2)[CH2:37][CH2:36]1, predict the reactants needed to synthesize it. The reactants are: [F:1][C:2]([F:7])([F:6])[C:3]([OH:5])=[O:4].[F:8][C:9]([F:14])([F:13])[C:10]([OH:12])=[O:11].Cl[C:16]1[NH:17][C:18]([C:27]2[CH:32]=[CH:31][NH:30][C:29](=[O:33])[CH:28]=2)=[C:19]([C:21]2[CH:22]=[N:23][CH:24]=[CH:25][CH:26]=2)[N:20]=1.[OH:34][CH:35]1[CH2:40][CH2:39][NH:38][CH2:37][CH2:36]1. (7) Given the product [C:24]([NH:18][C:15]1[CH:16]=[CH:17][C:12]([CH2:11][N:8]2[CH2:9][CH2:10][C@H:6]([NH:5][C:3](=[O:4])[C:2]([F:23])([F:22])[F:1])[C:7]2=[O:21])=[CH:13][CH:14]=1)(=[O:26])[CH3:25], predict the reactants needed to synthesize it. The reactants are: [F:1][C:2]([F:23])([F:22])[C:3]([NH:5][C@H:6]1[CH2:10][CH2:9][N:8]([CH2:11][C:12]2[CH:17]=[CH:16][C:15]([N+:18]([O-])=O)=[CH:14][CH:13]=2)[C:7]1=[O:21])=[O:4].[C:24](OC(=O)C)(=[O:26])[CH3:25]. (8) Given the product [Cl:1][C:2]1[CH:3]=[CH:4][C:5]([S:9][CH2:10][C:11]2[C:12]([F:17])=[N:13][CH:14]=[CH:15][CH:16]=2)=[C:6]([NH:7][S:27]([C:19]2[O:18][C:22]3[CH:23]=[CH:24][CH:25]=[CH:26][C:21]=3[CH:20]=2)(=[O:28])=[O:29])[CH:8]=1, predict the reactants needed to synthesize it. The reactants are: [Cl:1][C:2]1[CH:3]=[CH:4][C:5]([S:9][CH2:10][C:11]2[C:12]([F:17])=[N:13][CH:14]=[CH:15][CH:16]=2)=[C:6]([CH:8]=1)[NH2:7].[O:18]1[C:22]2[CH:23]=[CH:24][CH:25]=[CH:26][C:21]=2[CH:20]=[C:19]1[S:27](Cl)(=[O:29])=[O:28]. (9) Given the product [NH2:19][C:10]1[C:11](=[O:15])[N:12]([CH3:14])[CH2:13][C:8]([C:6]2[CH:7]=[C:2]([Br:1])[CH:3]=[CH:4][C:5]=2[F:18])([CH3:17])[N:9]=1, predict the reactants needed to synthesize it. The reactants are: [Br:1][C:2]1[CH:3]=[CH:4][C:5]([F:18])=[C:6]([C:8]2([CH3:17])[CH2:13][N:12]([CH3:14])[C:11](=[O:15])[C:10](=S)[NH:9]2)[CH:7]=1.[NH3:19]. (10) Given the product [F:1][C:2]1[CH:26]=[CH:25][CH:24]=[C:23]([F:27])[C:3]=1[CH2:4][O:5][C:6]1[C:7]2[N:8]([C:13]([C:17]#[CH:18])=[C:14]([CH3:16])[N:15]=2)[CH:9]=[C:10]([CH3:12])[CH:11]=1, predict the reactants needed to synthesize it. The reactants are: [F:1][C:2]1[CH:26]=[CH:25][CH:24]=[C:23]([F:27])[C:3]=1[CH2:4][O:5][C:6]1[C:7]2[N:8]([C:13]([C:17]#[C:18][Si](C)(C)C)=[C:14]([CH3:16])[N:15]=2)[CH:9]=[C:10]([CH3:12])[CH:11]=1.C(=O)([O-])[O-].[K+].[K+].